This data is from Catalyst prediction with 721,799 reactions and 888 catalyst types from USPTO. The task is: Predict which catalyst facilitates the given reaction. (1) Reactant: [F:1][C:2]1[CH:9]=[C:8]([F:10])[C:7]([N+:11]([O-:13])=[O:12])=[CH:6][C:3]=1[CH:4]=[O:5].[BH4-].[Na+].Cl. The catalyst class is: 7. Product: [F:1][C:2]1[CH:9]=[C:8]([F:10])[C:7]([N+:11]([O-:13])=[O:12])=[CH:6][C:3]=1[CH2:4][OH:5]. (2) Reactant: [F:1][C:2]1[CH:24]=[CH:23][CH:22]=[C:21]([CH3:25])[C:3]=1[CH2:4][O:5][C:6]1[CH:7]=[C:8]([C:12](=[O:20])[CH2:13][CH2:14][C:15]([O:17]CC)=[O:16])[CH:9]=[CH:10][CH:11]=1.[OH-].[Na+].Cl. Product: [F:1][C:2]1[CH:24]=[CH:23][CH:22]=[C:21]([CH3:25])[C:3]=1[CH2:4][O:5][C:6]1[CH:7]=[C:8]([C:12](=[O:20])[CH2:13][CH2:14][C:15]([OH:17])=[O:16])[CH:9]=[CH:10][CH:11]=1. The catalyst class is: 8. (3) The catalyst class is: 119. Reactant: [NH:1]1[C:5]2[CH:6]=[CH:7][C:8]([C:10]([OH:12])=O)=[CH:9][C:4]=2[N:3]=[N:2]1.CCN=C=NCCCN(C)C.Cl.[CH3:25][C:26]1([CH3:34])[O:31][C:30](=[O:32])[CH2:29][C:28](=[O:33])[O:27]1. Product: [NH:1]1[C:5]2[CH:6]=[CH:7][C:8]([C:10]([CH:29]3[C:30](=[O:32])[O:31][C:26]([CH3:34])([CH3:25])[O:27][C:28]3=[O:33])=[O:12])=[CH:9][C:4]=2[N:3]=[N:2]1. (4) Reactant: [C:1](N1C=CN=C1)([N:3]1C=CN=C1)=O.[CH3:13][C:14]1[CH:15]=[C:16]([CH:20]=[C:21]([CH3:26])[C:22]=1[N+:23]([O-:25])=[O:24])[C:17](O)=[O:18].CN. Product: [CH3:1][NH:3][C:17](=[O:18])[C:16]1[CH:15]=[C:14]([CH3:13])[C:22]([N+:23]([O-:25])=[O:24])=[C:21]([CH3:26])[CH:20]=1. The catalyst class is: 7.